Dataset: NCI-60 drug combinations with 297,098 pairs across 59 cell lines. Task: Regression. Given two drug SMILES strings and cell line genomic features, predict the synergy score measuring deviation from expected non-interaction effect. (1) Drug 1: CC1=C2C(C(=O)C3(C(CC4C(C3C(C(C2(C)C)(CC1OC(=O)C(C(C5=CC=CC=C5)NC(=O)OC(C)(C)C)O)O)OC(=O)C6=CC=CC=C6)(CO4)OC(=O)C)OC)C)OC. Drug 2: CCC1=C2CN3C(=CC4=C(C3=O)COC(=O)C4(CC)O)C2=NC5=C1C=C(C=C5)O. Cell line: A498. Synergy scores: CSS=44.9, Synergy_ZIP=0.792, Synergy_Bliss=1.72, Synergy_Loewe=3.61, Synergy_HSA=7.66. (2) Drug 1: C1CCN(CC1)CCOC2=CC=C(C=C2)C(=O)C3=C(SC4=C3C=CC(=C4)O)C5=CC=C(C=C5)O. Drug 2: C1CCC(CC1)NC(=O)N(CCCl)N=O. Cell line: U251. Synergy scores: CSS=28.5, Synergy_ZIP=-10.1, Synergy_Bliss=-3.67, Synergy_Loewe=-1.07, Synergy_HSA=-1.40. (3) Drug 1: C1=CC(=CC=C1CC(C(=O)O)N)N(CCCl)CCCl.Cl. Drug 2: C1C(C(OC1N2C=NC3=C2NC=NCC3O)CO)O. Cell line: K-562. Synergy scores: CSS=17.7, Synergy_ZIP=-0.0573, Synergy_Bliss=5.18, Synergy_Loewe=-5.23, Synergy_HSA=0.731.